From a dataset of Full USPTO retrosynthesis dataset with 1.9M reactions from patents (1976-2016). Predict the reactants needed to synthesize the given product. (1) Given the product [NH2:41][C:39](=[O:40])[CH2:38][C:23]1([NH:22][C:12]([C:10]2[CH:9]=[CH:8][C:7]([N:15]3[CH2:18][C:17]([F:20])([F:19])[CH2:16]3)=[C:6]([O:5][CH2:4][CH:1]3[CH2:2][CH2:3]3)[N:11]=2)=[O:14])[CH2:27][CH2:26][N:25]([C:28]([O:30][CH2:31][C:32]2[CH:37]=[CH:36][CH:35]=[CH:34][CH:33]=2)=[O:29])[CH2:24]1, predict the reactants needed to synthesize it. The reactants are: [CH:1]1([CH2:4][O:5][C:6]2[N:11]=[C:10]([C:12]([OH:14])=O)[CH:9]=[CH:8][C:7]=2[N:15]2[CH2:18][C:17]([F:20])([F:19])[CH2:16]2)[CH2:3][CH2:2]1.Cl.[NH2:22][C:23]1([CH2:38][C:39]([NH2:41])=[O:40])[CH2:27][CH2:26][N:25]([C:28]([O:30][CH2:31][C:32]2[CH:37]=[CH:36][CH:35]=[CH:34][CH:33]=2)=[O:29])[CH2:24]1.CN(C(ON1N=NC2C=CC=CC1=2)=[N+](C)C)C.[B-](F)(F)(F)F.CCN(C(C)C)C(C)C. (2) Given the product [CH3:15][O:16][C:4]([O:13][CH3:12])=[C:3]([C:9]#[N:10])[C:1]#[N:2], predict the reactants needed to synthesize it. The reactants are: [C:1]([C:3]([C:9]#[N:10])=[C:4](C#N)C#N)#[N:2].N[C:12](N)=[O:13].[CH3:15][OH:16]. (3) Given the product [F:20][C:18]1[CH:19]=[C:2]([C:29]2[C:30]3[C:25]([CH:26]=[CH:27][CH:28]=2)=[N:24][N:23]([CH3:22])[CH:31]=3)[CH:3]=[C:4]([F:21])[C:5]=1[CH2:6][N:7]1[C:12](=[O:13])[C:11]2[CH:14]=[CH:15][N:16]=[CH:17][C:10]=2[N:9]=[CH:8]1, predict the reactants needed to synthesize it. The reactants are: Br[C:2]1[CH:19]=[C:18]([F:20])[C:5]([CH2:6][N:7]2[C:12](=[O:13])[C:11]3[CH:14]=[CH:15][N:16]=[CH:17][C:10]=3[N:9]=[CH:8]2)=[C:4]([F:21])[CH:3]=1.[CH3:22][N:23]1[CH:31]=[C:30]2[C:25]([CH:26]=[CH:27][CH:28]=[C:29]2B(O)O)=[N:24]1.C([O-])([O-])=O.[Cs+].[Cs+].O. (4) Given the product [CH2:42]([O:41][C:39](=[O:40])[CH:38]([C:44]1[CH:49]=[CH:48][CH:47]=[CH:46][CH:45]=1)[S:17][CH2:18][C:19]([OH:21])=[O:20])[CH3:43], predict the reactants needed to synthesize it. The reactants are: C1(C2C=CC=CC=2)C=CC=C(NC(=O)CCCCCNC(=O)C[S:17][CH2:18][C:19]([O:21]C)=[O:20])C=1.SCC(OC)=O.Br[CH:38]([C:44]1[CH:49]=[CH:48][CH:47]=[CH:46][CH:45]=1)[C:39]([O:41][CH2:42][CH3:43])=[O:40]. (5) Given the product [CH2:27]([NH:28][CH:36]([CH2:40][CH3:41])[C:37]([NH:25][C:10]1[CH:9]=[CH:8][C:7]([C:5]2[CH:6]=[N:1][CH:2]=[N:3][CH:4]=2)=[C:12]([C:13]#[C:14][C:15]2[CH:16]=[C:17]3[C:22](=[CH:23][CH:24]=2)[N:21]=[CH:20][CH:19]=[CH:18]3)[N:11]=1)=[O:38])[CH3:26], predict the reactants needed to synthesize it. The reactants are: [N:1]1[CH:6]=[C:5]([C:7]2[CH:8]=[CH:9][C:10]([NH2:25])=[N:11][C:12]=2[C:13]#[C:14][C:15]2[CH:16]=[C:17]3[C:22](=[CH:23][CH:24]=2)[N:21]=[CH:20][CH:19]=[CH:18]3)[CH:4]=[N:3][CH:2]=1.[CH3:26][CH2:27][N:28](C(C)C)C(C)C.Br[CH:36]([CH2:40][CH3:41])[C:37](Br)=[O:38].CN. (6) The reactants are: [C:1]([O:5][C:6]([NH:8][CH:9]1[CH2:12][NH:11][CH2:10]1)=[O:7])([CH3:4])([CH3:3])[CH3:2].Br[C:14]1[S:15][C:16]([C:22]([O:24][CH2:25][CH3:26])=[O:23])=[C:17]([CH:19]([CH3:21])[CH3:20])[N:18]=1.C(N(C(C)C)CC)(C)C. Given the product [C:1]([O:5][C:6]([NH:8][CH:9]1[CH2:10][N:11]([C:14]2[S:15][C:16]([C:22]([O:24][CH2:25][CH3:26])=[O:23])=[C:17]([CH:19]([CH3:20])[CH3:21])[N:18]=2)[CH2:12]1)=[O:7])([CH3:4])([CH3:2])[CH3:3], predict the reactants needed to synthesize it. (7) The reactants are: [NH2:1][C:2]1[N:7]=[CH:6][N:5]=[C:4]([NH:8][C@H:9]([C:11]2[N:16]([C:17]3[CH:22]=[CH:21][CH:20]=[CH:19][CH:18]=3)[C:15](=[O:23])[C:14]3=[C:24]([CH3:27])[CH:25]=[CH:26][N:13]3[N:12]=2)[CH3:10])[C:3]=1Br.[CH3:29][S:30]([NH:33][C:34]1[CH:35]=[C:36](B(O)O)[CH:37]=[C:38]([CH:40]([F:42])[F:41])[CH:39]=1)(=[O:32])=[O:31].C(=O)([O-])[O-].[Cs+].[Cs+]. Given the product [NH2:1][C:2]1[C:3]([C:36]2[CH:35]=[C:34]([NH:33][S:30]([CH3:29])(=[O:31])=[O:32])[CH:39]=[C:38]([CH:40]([F:42])[F:41])[CH:37]=2)=[C:4]([NH:8][C@H:9]([C:11]2[N:16]([C:17]3[CH:22]=[CH:21][CH:20]=[CH:19][CH:18]=3)[C:15](=[O:23])[C:14]3=[C:24]([CH3:27])[CH:25]=[CH:26][N:13]3[N:12]=2)[CH3:10])[N:5]=[CH:6][N:7]=1, predict the reactants needed to synthesize it. (8) Given the product [F:1][C:2]1[CH:7]=[C:6]([F:8])[CH:5]=[CH:4][C:3]=1[C@:9]1([CH3:30])[CH2:14][C@H:13]([C:15]2[C:16]([CH3:21])=[N:17][O:18][C:19]=2[CH3:20])[S:12][C:11]([NH2:22])=[N:10]1.[C:31]([OH:37])([C:33]([F:36])([F:35])[F:34])=[O:32], predict the reactants needed to synthesize it. The reactants are: [F:1][C:2]1[CH:7]=[C:6]([F:8])[CH:5]=[CH:4][C:3]=1[C@:9]1([CH3:30])[CH2:14][C@H:13]([C:15]2[C:16]([CH3:21])=[N:17][O:18][C:19]=2[CH3:20])[S:12][C:11]([NH:22]C(=O)OC(C)(C)C)=[N:10]1.[C:31]([OH:37])([C:33]([F:36])([F:35])[F:34])=[O:32].